This data is from Catalyst prediction with 721,799 reactions and 888 catalyst types from USPTO. The task is: Predict which catalyst facilitates the given reaction. (1) Reactant: [Cl:1][C:2]1[CH:18]=[CH:17][C:5]2[C:6](=[O:16])[C:7]3[CH:14]=[CH:13][C:12]([OH:15])=[CH:11][C:8]=3[CH2:9][CH2:10][C:4]=2[CH:3]=1.Cl.Cl[CH2:21][CH2:22][N:23]1[CH2:28][CH2:27][O:26][CH2:25][CH2:24]1.C([O-])([O-])=O.[K+].[K+]. Product: [Cl:1][C:2]1[CH:18]=[CH:17][C:5]2[C:6](=[O:16])[C:7]3[CH:14]=[CH:13][C:12]([O:15][CH2:21][CH2:22][N:23]4[CH2:28][CH2:27][O:26][CH2:25][CH2:24]4)=[CH:11][C:8]=3[CH2:9][CH2:10][C:4]=2[CH:3]=1. The catalyst class is: 10. (2) Reactant: [C:1]([C:3]1[CH:8]=[CH:7][CH:6]=[CH:5][C:4]=1[OH:9])#[N:2].Br[CH2:11][C:12]([O:14][C:15]([CH3:18])([CH3:17])[CH3:16])=[O:13].C(=O)([O-])[O-].[K+].[K+]. Product: [C:1]([C:3]1[CH:8]=[CH:7][CH:6]=[CH:5][C:4]=1[O:9][CH2:11][C:12]([O:14][C:15]([CH3:18])([CH3:17])[CH3:16])=[O:13])#[N:2]. The catalyst class is: 21.